Dataset: Full USPTO retrosynthesis dataset with 1.9M reactions from patents (1976-2016). Task: Predict the reactants needed to synthesize the given product. (1) Given the product [CH:5]1([PH:11](=[O:19])[CH:5]2[CH2:10][CH2:9][CH2:8][CH2:7][CH2:6]2)[CH2:10][CH2:9][CH2:8][CH2:7][CH2:6]1, predict the reactants needed to synthesize it. The reactants are: [Mg].II.Cl[CH:5]1[CH2:10][CH2:9][CH2:8][CH2:7][CH2:6]1.[P:11]([O-:19])(OCC)(OCC)=O. (2) Given the product [Si:1]([O:8][C@H:9]1[CH2:18][C:17]([CH3:19])([CH3:20])[CH2:16][C:15]2[N:14]=[C:13]([CH:21]([CH3:22])[CH3:23])[C:12]([C@H:24]([C:28]3[CH:33]=[CH:32][C:31]([O:34][CH:35]([CH3:37])[CH3:36])=[CH:30][CH:29]=3)[OH:25])=[C:11]([I:26])[C:10]1=2)([C:4]([CH3:5])([CH3:6])[CH3:7])([CH3:3])[CH3:2], predict the reactants needed to synthesize it. The reactants are: [Si:1]([O:8][C@H:9]1[CH2:18][C:17]([CH3:20])([CH3:19])[CH2:16][C:15]2[N:14]=[C:13]([CH:21]([CH3:23])[CH3:22])[C:12]([CH:24]=[O:25])=[C:11]([I:26])[C:10]1=2)([C:4]([CH3:7])([CH3:6])[CH3:5])([CH3:3])[CH3:2].I[C:28]1[CH:33]=[CH:32][C:31]([O:34][CH:35]([CH3:37])[CH3:36])=[CH:30][CH:29]=1.C(=O)([O-])[O-].[Cs+].[Cs+].[F-].[Cs+].C([Mg]Cl)(C)C.[Cl-].[Li+].C([Mg]Cl)(C)C. (3) Given the product [F:1][C:2]1[CH:3]=[C:4]2[C:9](=[N:10][CH:11]=1)[N:8]([CH2:32][C:31]1[CH:34]=[CH:35][CH:36]=[C:29]([F:28])[CH:30]=1)[C:7](=[O:12])[C:6]([C:13]#[N:14])=[C:5]2[N:15]1[CH2:20][CH2:19][N:18]([C:21]([C:23]2[S:24][CH:25]=[CH:26][CH:27]=2)=[O:22])[CH2:17][CH2:16]1, predict the reactants needed to synthesize it. The reactants are: [F:1][C:2]1[CH:3]=[C:4]2[C:9](=[N:10][CH:11]=1)[NH:8][C:7](=[O:12])[C:6]([C:13]#[N:14])=[C:5]2[N:15]1[CH2:20][CH2:19][N:18]([C:21]([C:23]2[S:24][CH:25]=[CH:26][CH:27]=2)=[O:22])[CH2:17][CH2:16]1.[F:28][C:29]1[CH:30]=[C:31]([CH:34]=[CH:35][CH:36]=1)[CH2:32]Br. (4) Given the product [Br:21][C:22]1[CH:23]=[C:24]([N:28]2[CH:9]([C:3]3[CH:4]=[CH:5][C:6]([F:8])=[CH:7][C:2]=3[F:1])[CH2:10][C:11]([C:12]([F:18])([F:17])[C:13]([F:16])([F:15])[F:14])=[N:29]2)[CH:25]=[CH:26][CH:27]=1, predict the reactants needed to synthesize it. The reactants are: [F:1][C:2]1[CH:7]=[C:6]([F:8])[CH:5]=[CH:4][C:3]=1[CH:9]=[CH:10][C:11](=O)[C:12]([F:18])([F:17])[C:13]([F:16])([F:15])[F:14].Cl.[Br:21][C:22]1[CH:23]=[C:24]([NH:28][NH2:29])[CH:25]=[CH:26][CH:27]=1. (5) Given the product [N+:8]([C:7]1[S:6][C:5]([C:11]2[N:15]=[CH:14][N:13]([CH2:16][O:17][CH2:18][CH2:19][Si:20]([CH3:23])([CH3:22])[CH3:21])[N:12]=2)=[CH:4][C:3]=1[CH:2]=[O:28])([O-:10])=[O:9], predict the reactants needed to synthesize it. The reactants are: Cl[CH:2](Cl)[C:3]1[CH:4]=[C:5]([C:11]2[N:15]=[CH:14][N:13]([CH2:16][O:17][CH2:18][CH2:19][Si:20]([CH3:23])([CH3:22])[CH3:21])[N:12]=2)[S:6][C:7]=1[N+:8]([O-:10])=[O:9].N(C)C.[OH2:28]. (6) Given the product [Br:8][C:4]1[N:3]=[C:2]([N:9]2[CH2:15][CH2:14][CH2:13][CH:12]([NH:16][CH2:17][CH2:18][CH2:19][CH2:20][OH:21])[CH2:11][CH2:10]2)[CH:7]=[CH:6][CH:5]=1, predict the reactants needed to synthesize it. The reactants are: Br[C:2]1[CH:7]=[CH:6][CH:5]=[C:4]([Br:8])[N:3]=1.[NH:9]1[CH2:15][CH2:14][CH2:13][CH:12]([NH:16][CH2:17][CH2:18][CH2:19][CH2:20][OH:21])[CH2:11][CH2:10]1.C(=O)([O-])[O-].[K+].[K+].O.